This data is from Catalyst prediction with 721,799 reactions and 888 catalyst types from USPTO. The task is: Predict which catalyst facilitates the given reaction. (1) Product: [CH3:1][C:2]1[C:3]([CH:8]2[CH2:13][CH2:12][CH2:11][CH:10]([C:14]3[C:19]([CH3:20])=[CH:18][CH:17]=[CH:16][N:15]=3)[N:9]2[CH2:22][C:23]2[CH:28]=[CH:27][CH:26]=[CH:25][C:24]=2[C:29]2([CH3:34])[O:30][CH2:31][CH2:32][O:33]2)=[N:4][CH:5]=[CH:6][CH:7]=1. Reactant: [CH3:1][C:2]1[C:3]([CH:8]2[CH2:13][CH2:12][CH2:11][CH:10]([C:14]3[C:19]([CH3:20])=[CH:18][CH:17]=[CH:16][N:15]=3)[NH:9]2)=[N:4][CH:5]=[CH:6][CH:7]=1.Br[CH2:22][C:23]1[CH:28]=[CH:27][CH:26]=[CH:25][C:24]=1[C:29]1([CH3:34])[O:33][CH2:32][CH2:31][O:30]1.CCN(C(C)C)C(C)C. The catalyst class is: 3. (2) Reactant: O1CCCC1.C(OC([N:13]([CH2:48][C:49]([O:51]C(C)(C)C)=[O:50])[C:14]1[CH:19]=[CH:18][CH:17]=[C:16]([CH:20]([CH2:31][C:32]2[CH:37]=[CH:36][C:35]([C:38]([CH3:47])([CH3:46])[CH2:39][CH2:40][CH2:41][C:42]([F:45])([F:44])[F:43])=[CH:34][CH:33]=2)[NH:21][S:22]([C:25]2[CH:30]=[CH:29][CH:28]=[CH:27][N:26]=2)(=[O:24])=[O:23])[N:15]=1)=O)(C)(C)C.Cl. Product: [F:45][C:42]([F:43])([F:44])[CH2:41][CH2:40][CH2:39][C:38]([C:35]1[CH:34]=[CH:33][C:32]([CH2:31][CH:20]([NH:21][S:22]([C:25]2[CH:30]=[CH:29][CH:28]=[CH:27][N:26]=2)(=[O:24])=[O:23])[C:16]2[N:15]=[C:14]([NH:13][CH2:48][C:49]([OH:51])=[O:50])[CH:19]=[CH:18][CH:17]=2)=[CH:37][CH:36]=1)([CH3:47])[CH3:46]. The catalyst class is: 6. (3) The catalyst class is: 3. Reactant: [C:1]([O:5][CH2:6][CH:7]=[N:8][OH:9])([CH3:4])([CH3:3])[CH3:2].C1C(=O)N([Cl:17])C(=O)C1.CCOCC. Product: [C:1]([O:5][CH2:6][C:7]([Cl:17])=[N:8][OH:9])([CH3:4])([CH3:3])[CH3:2]. (4) Reactant: [CH2:1]([O:3][C:4]([C:6]1[C:10]([C:11]2[CH:16]=[CH:15][CH:14]=[CH:13][C:12]=2[Cl:17])=[CH:9][S:8][C:7]=1[NH2:18])=[O:5])[CH3:2].[C:19]1(=O)[O:24][C:22](=[O:23])[C:21]2=[CH:25][CH:26]=[CH:27][CH:28]=[C:20]12. Product: [CH2:1]([O:3][C:4]([C:6]1[C:10]([C:11]2[CH:16]=[CH:15][CH:14]=[CH:13][C:12]=2[Cl:17])=[CH:9][S:8][C:7]=1[N:18]1[C:22](=[O:23])[C:21]2[C:20](=[CH:28][CH:27]=[CH:26][CH:25]=2)[C:19]1=[O:24])=[O:5])[CH3:2]. The catalyst class is: 15. (5) Reactant: [C:1]1([C:7]2[S:8][CH:9]=[C:10]([CH:12]3[CH2:17][CH2:16][N:15](C(OCC4C5C=CC=CC=5C5C4=CC=CC=5)=O)[CH2:14][CH2:13]3)[N:11]=2)[CH:6]=[CH:5][CH:4]=[CH:3][CH:2]=1.CO.N1CCCCC1. Product: [C:1]1([C:7]2[S:8][CH:9]=[C:10]([CH:12]3[CH2:17][CH2:16][NH:15][CH2:14][CH2:13]3)[N:11]=2)[CH:2]=[CH:3][CH:4]=[CH:5][CH:6]=1. The catalyst class is: 2.